This data is from Catalyst prediction with 721,799 reactions and 888 catalyst types from USPTO. The task is: Predict which catalyst facilitates the given reaction. Reactant: C1([C@H]([NH:9][C@H:10]([CH3:23])[CH2:11][C:12]2[CH:13]=[C:14]([CH2:18][C:19]([O:21][CH3:22])=[O:20])[CH:15]=[CH:16][CH:17]=2)C)C=CC=CC=1.C([O-])=O.[NH4+]. Product: [NH2:9][C@H:10]([CH3:23])[CH2:11][C:12]1[CH:13]=[C:14]([CH2:18][C:19]([O:21][CH3:22])=[O:20])[CH:15]=[CH:16][CH:17]=1. The catalyst class is: 261.